Dataset: Full USPTO retrosynthesis dataset with 1.9M reactions from patents (1976-2016). Task: Predict the reactants needed to synthesize the given product. (1) Given the product [Cl:1][C:2]1[C:10]([Cl:11])=[CH:9][CH:8]=[CH:7][C:3]=1[C:4]([NH:20][CH2:19][CH:18]([N:12]1[CH2:17][CH2:16][O:15][CH2:14][CH2:13]1)[C:21]1[CH:22]=[N:23][CH:24]=[CH:25][CH:26]=1)=[O:6], predict the reactants needed to synthesize it. The reactants are: [Cl:1][C:2]1[C:10]([Cl:11])=[CH:9][CH:8]=[CH:7][C:3]=1[C:4]([OH:6])=O.[N:12]1([CH:18]([C:21]2[CH:22]=[N:23][CH:24]=[CH:25][CH:26]=2)[CH2:19][NH2:20])[CH2:17][CH2:16][O:15][CH2:14][CH2:13]1. (2) Given the product [CH2:1]([C:8]1[CH:9]=[N:10][C:11]2[C:16]([C:17]=1[C:18]1[CH:19]=[C:20]([NH:24][CH2:33][C:32]3[CH:35]=[CH:36][C:37]([O:38][CH3:39])=[C:30]([F:29])[CH:31]=3)[CH:21]=[CH:22][CH:23]=1)=[CH:15][CH:14]=[CH:13][C:12]=2[C:25]([F:28])([F:26])[F:27])[C:2]1[CH:3]=[CH:4][CH:5]=[CH:6][CH:7]=1, predict the reactants needed to synthesize it. The reactants are: [CH2:1]([C:8]1[CH:9]=[N:10][C:11]2[C:16]([C:17]=1[C:18]1[CH:19]=[C:20]([NH2:24])[CH:21]=[CH:22][CH:23]=1)=[CH:15][CH:14]=[CH:13][C:12]=2[C:25]([F:28])([F:27])[F:26])[C:2]1[CH:7]=[CH:6][CH:5]=[CH:4][CH:3]=1.[F:29][C:30]1[CH:31]=[C:32]([CH:35]=[CH:36][C:37]=1[O:38][CH3:39])[CH:33]=O. (3) Given the product [CH3:1][C:2]([N:8]1[CH2:13][CH2:12][CH:11]([NH:30][CH2:29][C:26]2[CH:25]=[CH:24][C:23]([C:20]3[CH:21]=[CH:22][C:17]([C:16]([F:15])([F:31])[F:32])=[CH:18][CH:19]=3)=[CH:28][CH:27]=2)[CH2:10][CH2:9]1)([CH3:7])[C:3]([O:5][CH3:6])=[O:4], predict the reactants needed to synthesize it. The reactants are: [CH3:1][C:2]([N:8]1[CH2:13][CH2:12][C:11](=O)[CH2:10][CH2:9]1)([CH3:7])[C:3]([O:5][CH3:6])=[O:4].[F:15][C:16]([F:32])([F:31])[C:17]1[CH:22]=[CH:21][C:20]([C:23]2[CH:28]=[CH:27][C:26]([CH2:29][NH2:30])=[CH:25][CH:24]=2)=[CH:19][CH:18]=1.C(O)(=O)C.C(O[BH-](OC(=O)C)OC(=O)C)(=O)C.[Na+].C(=O)([O-])[O-].[Na+].[Na+].